From a dataset of Forward reaction prediction with 1.9M reactions from USPTO patents (1976-2016). Predict the product of the given reaction. Given the reactants [N:1]1[CH:6]=[CH:5][CH:4]=[C:3]([NH:7][C:8]2[N:12]=[C:11]([NH2:13])[NH:10][N:9]=2)[CH:2]=1.[C:14]1([N:20]=[C:21]=[O:22])[CH:19]=[CH:18][CH:17]=[CH:16][CH:15]=1, predict the reaction product. The product is: [C:14]1([NH:20][C:21]([N:10]2[C:11]([NH2:13])=[N:12][C:8]([NH:7][C:3]3[CH:2]=[N:1][CH:6]=[CH:5][CH:4]=3)=[N:9]2)=[O:22])[CH:19]=[CH:18][CH:17]=[CH:16][CH:15]=1.